Dataset: Full USPTO retrosynthesis dataset with 1.9M reactions from patents (1976-2016). Task: Predict the reactants needed to synthesize the given product. (1) Given the product [C:1]([C:4]1[N:5]=[C:6]([N:9]2[CH2:13][CH2:12][C@H:11]([O:14][S:16]([CH3:15])(=[O:18])=[O:17])[CH2:10]2)[S:7][CH:8]=1)(=[O:3])[NH2:2], predict the reactants needed to synthesize it. The reactants are: [C:1]([C:4]1[N:5]=[C:6]([N:9]2[CH2:13][CH2:12][C@H:11]([OH:14])[CH2:10]2)[S:7][CH:8]=1)(=[O:3])[NH2:2].[CH3:15][S:16](Cl)(=[O:18])=[O:17].C(N(CC)CC)C.CO. (2) Given the product [NH:1]1[C:9]2[CH2:8][CH2:7][N:6]([C:11]([N:13]3[CH2:14][C@@H:15]4[CH2:20][N:19]([C:21]([O:23][CH2:24][C:25]5[CH:30]=[C:29]([Cl:31])[CH:28]=[C:27]([Cl:32])[CH:26]=5)=[O:22])[CH2:18][C@@H:16]4[CH2:17]3)=[O:12])[CH2:5][C:4]=2[N:3]=[N:2]1, predict the reactants needed to synthesize it. The reactants are: [NH:1]1[C:9]2[CH2:8][CH2:7][NH:6][CH2:5][C:4]=2[N:3]=[N:2]1.Cl[C:11]([N:13]1[CH2:17][C@H:16]2[CH2:18][N:19]([C:21]([O:23][CH2:24][C:25]3[CH:30]=[C:29]([Cl:31])[CH:28]=[C:27]([Cl:32])[CH:26]=3)=[O:22])[CH2:20][C@H:15]2[CH2:14]1)=[O:12].CN(C)C=O. (3) Given the product [NH2:5][C:6]1[CH:7]=[C:8]2[C:13](=[CH:14][CH:15]=1)[CH2:12][CH:11]([CH2:16][N:17]([CH3:19])[CH3:18])[CH2:10][CH2:9]2, predict the reactants needed to synthesize it. The reactants are: Cl.C([NH:5][C:6]1[CH:7]=[C:8]2[C:13](=[CH:14][CH:15]=1)[CH2:12][CH:11]([CH2:16][N:17]([CH3:19])[CH3:18])[CH2:10][CH2:9]2)(=O)C.Cl.[OH-].[Na+]. (4) The reactants are: [Br:1][C:2]1[CH:7]=[CH:6][C:5]([CH2:8]Br)=[CH:4][C:3]=1[F:10].[C-:11]#[N:12].[K+]. Given the product [Br:1][C:2]1[CH:7]=[CH:6][C:5]([CH2:8][C:11]#[N:12])=[CH:4][C:3]=1[F:10], predict the reactants needed to synthesize it. (5) Given the product [ClH:37].[NH:15]([CH2:14][C:2]([NH:3][CH2:4][CH2:5][O:6][CH2:7][CH2:8][O:9][CH2:10][CH2:11][O:12][CH3:13])=[O:1])[CH2:23][C:24]([NH:25][CH2:26][CH2:27][O:28][CH2:29][CH2:30][O:31][CH2:32][CH2:33][O:34][CH3:35])=[O:36], predict the reactants needed to synthesize it. The reactants are: [O:1]=[C:2]([CH2:14][N:15]([CH2:23][C:24](=[O:36])[NH:25][CH2:26][CH2:27][O:28][CH2:29][CH2:30][O:31][CH2:32][CH2:33][O:34][CH3:35])C(=O)OC(C)(C)C)[NH:3][CH2:4][CH2:5][O:6][CH2:7][CH2:8][O:9][CH2:10][CH2:11][O:12][CH3:13].[ClH:37]. (6) Given the product [ClH:42].[Cl:42][C:43]1[CH:62]=[CH:61][C:46]([NH:47][C:48]2[C:57]3[C:52](=[CH:53][C:54]([O:22][CH2:21][CH2:20][CH2:19][N:15]4[CH:16]=[CH:17][N:18]=[C:14]4[CH3:13])=[C:55]([O:58][CH3:59])[CH:56]=3)[N:51]=[CH:50][N:49]=2)=[C:45]([F:63])[CH:44]=1, predict the reactants needed to synthesize it. The reactants are: N(C(OCC)=O)=NC(OCC)=O.[CH3:13][C:14]1[N:15]([CH2:19][CH2:20][CH2:21][OH:22])[CH:16]=[CH:17][N:18]=1.C1(P(C2C=CC=CC=2)C2C=CC=CC=2)C=CC=CC=1.[Cl:42][C:43]1[CH:62]=[CH:61][C:46]([NH:47][C:48]2[C:57]3[C:52](=[CH:53][C:54](O)=[C:55]([O:58][CH3:59])[CH:56]=3)[N:51]=[CH:50][N:49]=2)=[C:45]([F:63])[CH:44]=1. (7) Given the product [ClH:1].[F:24][C:20]1[CH:19]=[C:18]([CH:23]=[CH:22][CH:21]=1)[CH2:17][NH:16][C:14]1[N:13]([CH3:25])[C:12]2[CH:26]=[CH:27][C:9]([N:8]([CH3:28])[C:6]3[CH:5]=[CH:4][N:3]=[C:2]([NH:29][C:30]4[CH:31]=[CH:32][C:33]([CH3:40])=[C:34]([S:36]([NH2:39])(=[O:37])=[O:38])[CH:35]=4)[N:7]=3)=[CH:10][C:11]=2[N:15]=1, predict the reactants needed to synthesize it. The reactants are: [Cl:1][C:2]1[N:7]=[C:6]([N:8]([CH3:28])[C:9]2[CH:27]=[CH:26][C:12]3[N:13]([CH3:25])[C:14]([NH:16][CH2:17][C:18]4[CH:23]=[CH:22][CH:21]=[C:20]([F:24])[CH:19]=4)=[N:15][C:11]=3[CH:10]=2)[CH:5]=[CH:4][N:3]=1.[NH2:29][C:30]1[CH:31]=[CH:32][C:33]([CH3:40])=[C:34]([S:36]([NH2:39])(=[O:38])=[O:37])[CH:35]=1. (8) Given the product [C:31]([O:30][C:28]([N:35]1[CH2:40][CH2:39][N:38]([C:25]([C:10]2[C:11]3[C:16]([CH:17]=[CH2:18])=[N:15][N:14]([CH:19]4[CH2:24][CH2:23][CH2:22][CH2:21][O:20]4)[C:12]=3[N:13]=[C:8]([C:5]3[CH:4]=[CH:3][C:2]([OH:1])=[CH:7][CH:6]=3)[CH:9]=2)=[O:27])[CH2:37][CH2:36]1)=[O:29])([CH3:34])([CH3:32])[CH3:33], predict the reactants needed to synthesize it. The reactants are: [OH:1][C:2]1[CH:7]=[CH:6][C:5]([C:8]2[CH:9]=[C:10]([C:25]([OH:27])=O)[C:11]3[C:16]([CH:17]=[CH2:18])=[N:15][N:14]([CH:19]4[CH2:24][CH2:23][CH2:22][CH2:21][O:20]4)[C:12]=3[N:13]=2)=[CH:4][CH:3]=1.[C:28]([N:35]1[CH2:40][CH2:39][NH:38][CH2:37][CH2:36]1)([O:30][C:31]([CH3:34])([CH3:33])[CH3:32])=[O:29].ON1C2C=CC=CC=2N=N1.Cl.CN(C)CCCN=C=NCC.